Task: Predict the reactants needed to synthesize the given product.. Dataset: Full USPTO retrosynthesis dataset with 1.9M reactions from patents (1976-2016) (1) Given the product [CH:1]1([C:4]2[NH:8][N:7]=[C:6]([NH:9][C:10]3[C:11]([N+:19]([O-:21])=[O:20])=[C:12]([CH:15]=[C:16]([NH:31][C@H:29]([C:26]4[CH:27]=[CH:28][C:23]([F:22])=[CH:24][CH:25]=4)[CH3:30])[CH:17]=3)[C:13]#[N:14])[CH:5]=2)[CH2:3][CH2:2]1, predict the reactants needed to synthesize it. The reactants are: [CH:1]1([C:4]2[NH:8][N:7]=[C:6]([NH:9][C:10]3[C:11]([N+:19]([O-:21])=[O:20])=[C:12]([CH:15]=[C:16](F)[CH:17]=3)[C:13]#[N:14])[CH:5]=2)[CH2:3][CH2:2]1.[F:22][C:23]1[CH:28]=[CH:27][C:26]([C@@H:29]([NH2:31])[CH3:30])=[CH:25][CH:24]=1.CCN(C(C)C)C(C)C. (2) Given the product [C:1]([C:6]1[CH:7]=[C:8]([C:28]#[N:29])[C:9]([N:19]2[CH2:20][CH2:21][CH:22]([C:25]([NH:40][S:37]([CH2:36][CH:30]3[CH2:31][CH2:32][CH2:33][CH2:34][CH2:35]3)(=[O:38])=[O:39])=[O:27])[CH2:23][CH2:24]2)=[N:10][C:11]=1[CH2:12][N:13]1[CH2:17][CH2:16][CH2:15][C:14]1=[O:18])(=[O:5])[CH2:2][CH2:3][CH3:4], predict the reactants needed to synthesize it. The reactants are: [C:1]([C:6]1[CH:7]=[C:8]([C:28]#[N:29])[C:9]([N:19]2[CH2:24][CH2:23][CH:22]([C:25]([OH:27])=O)[CH2:21][CH2:20]2)=[N:10][C:11]=1[CH2:12][N:13]1[CH2:17][CH2:16][CH2:15][C:14]1=[O:18])(=[O:5])[CH2:2][CH2:3][CH3:4].[CH:30]1([CH2:36][S:37]([NH2:40])(=[O:39])=[O:38])[CH2:35][CH2:34][CH2:33][CH2:32][CH2:31]1. (3) Given the product [CH3:33][CH2:32][N:31]([CH2:36][CH2:37][NH:16][C:14]([C:8]1[C:9]([CH3:13])=[C:10](/[CH:11]=[C:24]2/[C:23]3[CH:22]=[C:21]([F:20])[CH:29]=[CH:28][C:27]=3[NH:26][C:25]/2=[O:30])[NH:6][C:7]=1[CH3:17])=[O:15])[CH2:35][CH3:34], predict the reactants needed to synthesize it. The reactants are: C(N(CC)CC[N:6]1[C:10]([CH:11]=O)=[C:9]([CH3:13])[C:8]([C:14]([NH2:16])=[O:15])=[C:7]1[CH3:17])C.[F:20][C:21]1[CH:22]=[C:23]2[C:27](=[CH:28][CH:29]=1)[NH:26][C:25](=[O:30])[CH2:24]2.[NH:31]1[CH2:35][CH2:34][CH2:33][CH2:32]1.[CH2:36](O)[CH3:37]. (4) Given the product [CH3:1][O:2][C:3]1[CH:4]=[C:5]([CH:32]=[CH:33][C:34]=1[O:35][CH3:36])[CH2:6][CH:7]1[C:13]2[CH:14]=[C:15]([O:20][CH3:21])[C:16]([O:18][CH3:19])=[CH:17][C:12]=2[CH2:11][CH2:10][CH2:9][N:8]1[CH:22]([C:26]1[CH:31]=[CH:30][CH:29]=[CH:28][CH:27]=1)[C:23]([NH:43][CH2:42][CH2:41][CH2:40][O:39][CH2:37][CH3:38])=[O:24], predict the reactants needed to synthesize it. The reactants are: [CH3:1][O:2][C:3]1[CH:4]=[C:5]([CH:32]=[CH:33][C:34]=1[O:35][CH3:36])[CH2:6][CH:7]1[C:13]2[CH:14]=[C:15]([O:20][CH3:21])[C:16]([O:18][CH3:19])=[CH:17][C:12]=2[CH2:11][CH2:10][CH2:9][N:8]1[CH:22]([C:26]1[CH:31]=[CH:30][CH:29]=[CH:28][CH:27]=1)[C:23](O)=[O:24].[CH2:37]([O:39][CH2:40][CH2:41][CH2:42][NH2:43])[CH3:38]. (5) Given the product [CH2:1]([N:3]([C:37](=[O:38])[C:36]1[CH:40]=[CH:41][C:33]([OH:32])=[CH:34][CH:35]=1)[C:4]1[CH:9]=[C:8]([O:10][CH3:11])[CH:7]=[CH:6][C:5]=1[CH:12]1[CH2:21][CH2:20][C:19]2[CH:18]=[C:17]([O:22][C:23](=[O:28])[C:24]([CH3:27])([CH3:26])[CH3:25])[CH:16]=[CH:15][C:14]=2[CH2:13]1)[CH3:2], predict the reactants needed to synthesize it. The reactants are: [CH2:1]([NH:3][C:4]1[CH:9]=[C:8]([O:10][CH3:11])[CH:7]=[CH:6][C:5]=1[CH:12]1[CH2:21][CH2:20][C:19]2[CH:18]=[C:17]([O:22][C:23](=[O:28])[C:24]([CH3:27])([CH3:26])[CH3:25])[CH:16]=[CH:15][C:14]=2[CH2:13]1)[CH3:2].C([O:32][C:33]1[CH:41]=[CH:40][C:36]([C:37](O)=[O:38])=[CH:35][CH:34]=1)(=O)C.C(OC1C=CC(C(CCNC2C=C(OC)C=CC=2C2CCC3C=C(OC(=O)C(C)(C)C)C=CC=3C2)=O)=CC=1)(=O)C. (6) Given the product [Cl:1][C:2]1[C:3]([CH3:12])=[CH:4][C:5]([N+:9]([O-:11])=[O:10])=[C:6]([NH:39][CH:36]2[CH2:35][CH2:34][N:33]([C@H:30]3[CH2:31][CH2:32][C@H:27]([O:26][CH2:24][CH3:25])[CH2:28][CH2:29]3)[CH2:38][CH2:37]2)[CH:7]=1, predict the reactants needed to synthesize it. The reactants are: [Cl:1][C:2]1[CH:7]=[C:6](F)[C:5]([N+:9]([O-:11])=[O:10])=[CH:4][C:3]=1[CH3:12].C(N(C(C)C)CC)(C)C.Cl.Cl.[CH2:24]([O:26][C@H:27]1[CH2:32][CH2:31][C@H:30]([N:33]2[CH2:38][CH2:37][CH:36]([NH2:39])[CH2:35][CH2:34]2)[CH2:29][CH2:28]1)[CH3:25]. (7) Given the product [OH:1][C@H:2]([CH2:3][NH:34][C:21]([CH3:33])([CH3:20])[CH2:22][C:23]1[CH:32]=[CH:31][C:30]2[C:25](=[CH:26][CH:27]=[CH:28][CH:29]=2)[CH:24]=1)[CH2:4][O:5][C@@H:6]([C:8]1[CH:13]=[CH:12][CH:11]=[CH:10][C:9]=1[CH2:14][CH2:15][C:16]([O:18][CH3:19])=[O:17])[CH3:7], predict the reactants needed to synthesize it. The reactants are: [O:1]1[CH2:3][C@@H:2]1[CH2:4][O:5][C@@H:6]([C:8]1[CH:13]=[CH:12][CH:11]=[CH:10][C:9]=1[CH2:14][CH2:15][C:16]([O:18][CH3:19])=[O:17])[CH3:7].[CH3:20][C:21]([NH2:34])([CH3:33])[CH2:22][C:23]1[CH:32]=[CH:31][C:30]2[C:25](=[CH:26][CH:27]=[CH:28][CH:29]=2)[CH:24]=1.Cl([O-])(=O)(=O)=O.[Li+]. (8) The reactants are: [Cl:1][C:2]1[CH:3]=[C:4]([NH:18][C:19]2[C:20]3[N:27]([CH2:28][CH2:29][OH:30])[CH:26]=[CH:25][C:21]=3[N:22]=[CH:23][N:24]=2)[CH:5]=[CH:6][C:7]=1[O:8][C:9]1[CH:17]=[CH:16][CH:15]=[C:14]2[C:10]=1[CH:11]=[CH:12][NH:13]2.[CH3:31][S:32](O)(=[O:34])=[O:33].C(OC(C)C)(C)C. Given the product [CH3:31][S:32]([O:30][CH2:29][CH2:28][N:27]1[C:20]2[C:19]([NH:18][C:4]3[CH:5]=[CH:6][C:7]([O:8][C:9]4[CH:17]=[CH:16][CH:15]=[C:14]5[C:10]=4[CH:11]=[CH:12][NH:13]5)=[C:2]([Cl:1])[CH:3]=3)=[N:24][CH:23]=[N:22][C:21]=2[CH:25]=[CH:26]1)(=[O:34])=[O:33], predict the reactants needed to synthesize it.